This data is from Forward reaction prediction with 1.9M reactions from USPTO patents (1976-2016). The task is: Predict the product of the given reaction. (1) The product is: [I:12][C:7]1[N:6]=[C:5]([C:3]([OH:2])=[O:4])[C:10]([O:11][CH:14]2[CH2:19][CH2:18][N:17]([CH3:20])[CH2:16][CH2:15]2)=[N:9][CH:8]=1. Given the reactants C[O:2][C:3]([C:5]1[C:10]([OH:11])=[N:9][CH:8]=[C:7]([I:12])[N:6]=1)=[O:4].O[CH:14]1[CH2:19][CH2:18][N:17]([CH3:20])[CH2:16][CH2:15]1.C1(P(C2C=CC=CC=2)C2C=CC=CC=2)C=CC=CC=1.C1(C)C=CC=CC=1.N(C(OC(C)C)=O)=NC(OC(C)C)=O, predict the reaction product. (2) Given the reactants [C:1]([O:5][C:6](=[O:20])[NH:7][CH2:8][CH2:9][N:10]1[C:18]2[C:17](Cl)=[N:16][CH:15]=[N:14][C:13]=2[CH:12]=[CH:11]1)([CH3:4])([CH3:3])[CH3:2].[NH2:21][C:22]1[CH:39]=[CH:38][C:25]([O:26][C:27]2[CH:28]=[C:29]([C:33]3([C:36]#[N:37])[CH2:35][CH2:34]3)[CH:30]=[CH:31][CH:32]=2)=[C:24]([Cl:40])[CH:23]=1, predict the reaction product. The product is: [C:1]([O:5][C:6](=[O:20])[NH:7][CH2:8][CH2:9][N:10]1[C:18]2[C:17]([NH:21][C:22]3[CH:39]=[CH:38][C:25]([O:26][C:27]4[CH:32]=[CH:31][CH:30]=[C:29]([C:33]5([C:36]#[N:37])[CH2:34][CH2:35]5)[CH:28]=4)=[C:24]([Cl:40])[CH:23]=3)=[N:16][CH:15]=[N:14][C:13]=2[CH:12]=[CH:11]1)([CH3:4])([CH3:3])[CH3:2].